From a dataset of Reaction yield outcomes from USPTO patents with 853,638 reactions. Predict the reaction yield, written as a fraction of the theoretical maximum amount of product (1.0 means a 100% yield; for example, 0.34 means a 34% yield). (1) The reactants are [Cl:1][C:2]1[CH:11]=[C:10]2[C:5]([C:6]([N:12]3[CH2:17][CH2:16][N:15]([C:18]([O:20][C:21]([CH3:24])([CH3:23])[CH3:22])=[O:19])[C@H:14]([C:25](OC)=[O:26])[CH2:13]3)=[N:7][CH:8]=[N:9]2)=[CH:4][C:3]=1[C:29]1[CH:34]=[CH:33][C:32]([Cl:35])=[CH:31][CH:30]=1.[Cl-].[Cl-].[Ca+2].[BH4-].[Na+]. The catalyst is CCO. The product is [Cl:1][C:2]1[CH:11]=[C:10]2[C:5]([C:6]([N:12]3[CH2:17][CH2:16][N:15]([C:18]([O:20][C:21]([CH3:22])([CH3:23])[CH3:24])=[O:19])[C@H:14]([CH2:25][OH:26])[CH2:13]3)=[N:7][CH:8]=[N:9]2)=[CH:4][C:3]=1[C:29]1[CH:34]=[CH:33][C:32]([Cl:35])=[CH:31][CH:30]=1. The yield is 0.420. (2) The reactants are Cl.[O:2]([NH2:4])[CH3:3].[Cl:5][C:6]1[CH:11]=[CH:10][C:9]([C:12]([CH:14]2[CH2:16][CH2:15]2)=O)=[CH:8][CH:7]=1. The catalyst is N1C=CC=CC=1. The product is [CH3:3][O:2][N:4]=[C:12]([C:9]1[CH:8]=[CH:7][C:6]([Cl:5])=[CH:11][CH:10]=1)[CH:14]1[CH2:16][CH2:15]1. The yield is 0.870. (3) The reactants are C(OC([NH:11][CH2:12][CH2:13][CH2:14][O:15][C:16]1[CH:17]=[N:18][C:19]([C:22]2[CH:27]=[CH:26][C:25]([C@@H:28]([NH:30][C:31](=[O:37])[O:32][C:33]([CH3:36])([CH3:35])[CH3:34])[CH3:29])=[CH:24][CH:23]=2)=[N:20][CH:21]=1)=O)C1C=CC=CC=1.[H][H].[O:40]=[C:41]1[CH:46]([N:47]2[C:55](=[O:56])[C:54]3[C:49](=[CH:50][CH:51]=[CH:52][C:53]=3F)[C:48]2=[O:58])[CH2:45][CH2:44][C:43](=[O:59])[NH:42]1.C(N(C(C)C)C(C)C)C. The catalyst is CO.[OH-].[OH-].[Pd+2]. The product is [O:40]=[C:41]1[CH:46]([N:47]2[C:55](=[O:56])[C:54]3[C:49](=[CH:50][CH:51]=[CH:52][C:53]=3[NH:11][CH2:12][CH2:13][CH2:14][O:15][C:16]3[CH:17]=[N:18][C:19]([C:22]4[CH:27]=[CH:26][C:25]([C@@H:28]([NH:30][C:31](=[O:37])[O:32][C:33]([CH3:36])([CH3:35])[CH3:34])[CH3:29])=[CH:24][CH:23]=4)=[N:20][CH:21]=3)[C:48]2=[O:58])[CH2:45][CH2:44][C:43](=[O:59])[NH:42]1. The yield is 0.260. (4) The reactants are O[C:2]1[N:7]2[N:8]=[CH:9][CH:10]=[C:6]2[N:5]=[CH:4][C:3]=1[C:11]([O:13][CH2:14][CH3:15])=[O:12].[Cl:16][C:17]1[CH:23]=[C:22]([CH3:24])[CH:21]=[CH:20][C:18]=1[NH2:19]. No catalyst specified. The product is [Cl:16][C:17]1[CH:23]=[C:22]([CH3:24])[CH:21]=[CH:20][C:18]=1[NH:19][C:2]1[N:7]2[N:8]=[CH:9][CH:10]=[C:6]2[N:5]=[CH:4][C:3]=1[C:11]([O:13][CH2:14][CH3:15])=[O:12]. The yield is 0.350. (5) The catalyst is CN(C=O)C. The reactants are [OH:1][CH2:2][CH2:3][C:4]1[C:13]2[C:8](=[CH:9][CH:10]=[CH:11][CH:12]=2)[C:7]([NH:14][C:15](=[O:21])[O:16][C:17]([CH3:20])([CH3:19])[CH3:18])=[CH:6][CH:5]=1.[H-].[Na+].[Cl:24][C:25]1[CH:30]=[C:29](F)[CH:28]=[CH:27][N:26]=1.O. The yield is 0.750. The product is [Cl:24][C:25]1[CH:30]=[C:29]([O:1][CH2:2][CH2:3][C:4]2[C:13]3[C:8](=[CH:9][CH:10]=[CH:11][CH:12]=3)[C:7]([NH:14][C:15](=[O:21])[O:16][C:17]([CH3:18])([CH3:20])[CH3:19])=[CH:6][CH:5]=2)[CH:28]=[CH:27][N:26]=1. (6) The reactants are [OH:1][C@@H:2]1[CH2:9][N:8]([C:10](=[O:22])[CH2:11][CH2:12][CH2:13][N:14]2[CH2:19][CH2:18][NH:17][C@@H:16]([CH3:20])[C:15]2=[O:21])[CH2:7][CH2:6][C:3]21[CH2:5][CH2:4]2.[F:23][C:24]([F:35])([F:34])[C:25]1[CH:30]=[CH:29][C:28]([N:31]=[C:32]=[O:33])=[CH:27][CH:26]=1. No catalyst specified. The product is [F:23][C:24]([F:34])([F:35])[C:25]1[CH:26]=[CH:27][C:28]([NH:31][C:32]([N:17]2[CH2:18][CH2:19][N:14]([CH2:13][CH2:12][CH2:11][C:10]([N:8]3[CH2:7][CH2:6][C:3]4([CH2:5][CH2:4]4)[C@H:2]([OH:1])[CH2:9]3)=[O:22])[C:15](=[O:21])[C@@H:16]2[CH3:20])=[O:33])=[CH:29][CH:30]=1. The yield is 0.320. (7) The reactants are O1C2C=CC=CC=2OB1.[Br:10][C:11]1[C:12]([N:27]2[CH2:32][CH2:31][C:30]([O:34][CH3:35])([CH3:33])[CH2:29][CH2:28]2)=[C:13]([C:19](=[O:26])[C:20]([O:22][CH:23]([CH3:25])[CH3:24])=[O:21])[C:14]([CH3:18])=[N:15][C:16]=1[CH3:17].CB1N2CCC[C@@H]2C(C2C=CC=CC=2)(C2C=CC=CC=2)O1. The catalyst is C1(C)C=CC=CC=1. The product is [Br:10][C:11]1[C:12]([N:27]2[CH2:32][CH2:31][C:30]([O:34][CH3:35])([CH3:33])[CH2:29][CH2:28]2)=[C:13]([C@H:19]([OH:26])[C:20]([O:22][CH:23]([CH3:25])[CH3:24])=[O:21])[C:14]([CH3:18])=[N:15][C:16]=1[CH3:17]. The yield is 0.950. (8) The reactants are [C:1]([C:5]1[C:10]([N+:11]([O-:13])=[O:12])=[CH:9][C:8]([NH:14][C:15]#[C:16][Si](C)(C)C)=[CH:7][CH:6]=1)([CH3:4])([CH3:3])[CH3:2]. The catalyst is CN(C=O)C.[Cu]I. The product is [C:1]([C:5]1[CH:6]=[C:7]2[C:8](=[CH:9][C:10]=1[N+:11]([O-:13])=[O:12])[NH:14][CH:15]=[CH:16]2)([CH3:4])([CH3:3])[CH3:2]. The yield is 0.690. (9) The catalyst is CO. The reactants are [CH2:1]([O:3][C:4]1[CH:5]=[C:6]([CH:12]([NH2:18])[CH2:13][S:14]([CH3:17])(=[O:16])=[O:15])[CH:7]=[CH:8][C:9]=1[O:10][CH3:11])[CH3:2].[C:19]([NH:22][C@H:23]([C:28]([OH:30])=[O:29])[CH2:24][CH:25]([CH3:27])[CH3:26])(=[O:21])[CH3:20]. The product is [C:19]([NH:22][C@H:23]([C:28]([OH:30])=[O:29])[CH2:24][CH:25]([CH3:26])[CH3:27])(=[O:21])[CH3:20].[CH2:1]([O:3][C:4]1[CH:5]=[C:6]([C@H:12]([NH2:18])[CH2:13][S:14]([CH3:17])(=[O:16])=[O:15])[CH:7]=[CH:8][C:9]=1[O:10][CH3:11])[CH3:2]. The yield is 0.900.